Dataset: Full USPTO retrosynthesis dataset with 1.9M reactions from patents (1976-2016). Task: Predict the reactants needed to synthesize the given product. (1) Given the product [CH2:23]([N:13]1[C:5]2[CH:6]=[C:7]([N+:10]([O-:12])=[O:11])[CH:8]=[CH:9][C:4]=2[C:17](=[O:22])[NH:16][CH2:15][CH2:14]1)[CH3:24], predict the reactants needed to synthesize it. The reactants are: COC(=O)[C:4]1[CH:9]=[CH:8][C:7]([N+:10]([O-:12])=[O:11])=[CH:6][C:5]=1[N:13]([CH2:23][CH3:24])[CH2:14][CH2:15][NH:16][C:17](=[O:22])C(F)(F)F.CO.C[O-].[Na+]. (2) The reactants are: [F:1][C:2]1[CH:7]=[CH:6][C:5]([C:8]2[C:9]([NH2:14])=[CH:10][N:11]=[N:12][CH:13]=2)=[C:4]([O:15][CH3:16])[CH:3]=1.Cl[CH2:18]Cl.CO. Given the product [F:1][C:2]1[CH:7]=[CH:6][C:5]([C:8]2[C:9]([NH:14][CH3:18])=[CH:10][N:11]=[N:12][CH:13]=2)=[C:4]([O:15][CH3:16])[CH:3]=1, predict the reactants needed to synthesize it. (3) Given the product [F:25][CH2:26][CH2:27][O:1][C:2]1[CH:3]=[CH:4][C:5]([C:8]2[N:9]=[C:10]3[CH:15]=[CH:14][C:13]([O:16][CH3:17])=[CH:12][N:11]3[CH:18]=2)=[CH:6][CH:7]=1, predict the reactants needed to synthesize it. The reactants are: [OH:1][C:2]1[CH:7]=[CH:6][C:5]([C:8]2[N:9]=[C:10]3[CH:15]=[CH:14][C:13]([O:16][CH3:17])=[CH:12][N:11]3[CH:18]=2)=[CH:4][CH:3]=1.C(=O)([O-])[O-].[K+].[K+].[F:25][CH2:26][CH2:27]OS(C1C=CC(C)=CC=1)(=O)=O.[Cl-].[NH4+]. (4) Given the product [F:27][C:26]([F:29])([F:28])[C:24]([OH:30])=[O:25].[CH2:1]([N:8]1[CH2:23][CH2:22][CH2:21][C:10]2([CH2:13][NH:12][CH2:11]2)[CH2:9]1)[C:2]1[CH:3]=[CH:4][CH:5]=[CH:6][CH:7]=1, predict the reactants needed to synthesize it. The reactants are: [CH2:1]([N:8]1[CH2:23][CH2:22][CH2:21][C:10]2([CH2:13][N:12](C(OC(C)(C)C)=O)[CH2:11]2)[CH2:9]1)[C:2]1[CH:7]=[CH:6][CH:5]=[CH:4][CH:3]=1.[C:24]([OH:30])([C:26]([F:29])([F:28])[F:27])=[O:25].